Dataset: Catalyst prediction with 721,799 reactions and 888 catalyst types from USPTO. Task: Predict which catalyst facilitates the given reaction. Reactant: [F:1][C:2]1[CH:7]=[C:6]([F:8])[CH:5]=[CH:4][C:3]=1[NH:9][C:10](=[O:18])[C:11]1[CH:16]=[CH:15][CH:14]=[CH:13][C:12]=1[OH:17].C(=O)([O-])[O-].[K+].[K+].[F:25][C:26]1[CH:33]=[C:32]([F:34])[CH:31]=[CH:30][C:27]=1[CH2:28]Br. The catalyst class is: 21. Product: [F:25][C:26]1[CH:33]=[C:32]([F:34])[CH:31]=[CH:30][C:27]=1[CH2:28][O:17][C:12]1[CH:13]=[CH:14][CH:15]=[CH:16][C:11]=1[C:10]([NH:9][C:3]1[CH:4]=[CH:5][C:6]([F:8])=[CH:7][C:2]=1[F:1])=[O:18].